Dataset: Full USPTO retrosynthesis dataset with 1.9M reactions from patents (1976-2016). Task: Predict the reactants needed to synthesize the given product. (1) Given the product [CH:29]1([NH:1][CH2:2][CH2:3][NH:4][C@H:5]2[CH2:10][CH2:9][C@H:8]([CH2:11][C:12]([NH:14][C@H:15]3[CH2:20][C:19]4[CH:21]=[CH:22][CH:23]=[C:24]([C:25]([OH:27])=[O:26])[C:18]=4[O:17][B:16]3[OH:28])=[O:13])[CH2:7][CH2:6]2)[CH2:33][CH2:32][CH2:31][CH2:30]1, predict the reactants needed to synthesize it. The reactants are: [NH2:1][CH2:2][CH2:3][NH:4][C@H:5]1[CH2:10][CH2:9][C@H:8]([CH2:11][C:12]([NH:14][C@H:15]2[CH2:20][C:19]3[CH:21]=[CH:22][CH:23]=[C:24]([C:25]([OH:27])=[O:26])[C:18]=3[O:17][B:16]2[OH:28])=[O:13])[CH2:7][CH2:6]1.[C:29]1(=O)[CH2:33][CH2:32][CH2:31][CH2:30]1. (2) Given the product [ClH:12].[NH2:2][CH2:1][C:3]1[N:8]=[C:7]([C:9]([OH:11])=[O:10])[CH:6]=[CH:5][CH:4]=1, predict the reactants needed to synthesize it. The reactants are: [C:1]([C:3]1[N:8]=[C:7]([C:9]([OH:11])=[O:10])[CH:6]=[CH:5][CH:4]=1)#[N:2].[ClH:12].[H][H]. (3) The reactants are: C(N)C1C=CC=CC=1.C(O)(=O)C.O1CC1COC1C2C3C(=CC=CC=3)NC=2C=CC=1.[CH3:31][O:32][C:33]1[C:38]([O:39][CH2:40][CH2:41][N:42]([CH2:50][CH:51]([OH:67])[CH2:52][O:53][C:54]2[C:59]3[C:60]4[C:65]([NH:66][C:58]=3[CH:57]=[CH:56][CH:55]=2)=[CH:64][CH:63]=[CH:62][CH:61]=4)CC2C=CC=CC=2)=[CH:37][CH:36]=[CH:35][CH:34]=1. Given the product [CH3:31][O:32][C:33]1[CH:34]=[CH:35][CH:36]=[CH:37][C:38]=1[O:39][CH2:40][CH2:41][NH:42][CH2:50][CH:51]([OH:67])[CH2:52][O:53][C:54]1[CH:55]=[CH:56][CH:57]=[C:58]2[NH:66][C:65]3[CH:64]=[CH:63][CH:62]=[CH:61][C:60]=3[C:59]=12, predict the reactants needed to synthesize it. (4) Given the product [CH2:1]([O:3][C:4](=[O:19])[CH2:5][O:6][C:7]1[CH:16]=[CH:15][C:14]2[C:9](=[CH:10][CH:11]=[C:12]([C:21]3[S:20][C:24]4[CH:25]=[CH:26][CH:27]=[CH:28][C:23]=4[CH:22]=3)[CH:13]=2)[C:8]=1[Br:18])[CH3:2], predict the reactants needed to synthesize it. The reactants are: [CH2:1]([O:3][C:4](=[O:19])[CH2:5][O:6][C:7]1[CH:16]=[CH:15][C:14]2[C:9](=[CH:10][CH:11]=[C:12](Br)[CH:13]=2)[C:8]=1[Br:18])[CH3:2].[S:20]1[C:24]2[CH:25]=[CH:26][CH:27]=[CH:28][C:23]=2[CH:22]=[C:21]1B(O)O.C(=O)([O-])[O-].[K+].[K+].Cl. (5) Given the product [F:40][C:27]1[CH:46]=[C:47]([O:48][CH2:49][CH2:45][O:5][CH2:4][CH2:3][O:2][CH3:1])[CH:30]=[CH:29][C:28]=1[C:31]1[CH:32]=[CH:33][C:34]([C:37]2[CH:38]=[CH:39][C:31]([CH2:32][CH2:33][CH3:34])=[CH:28][CH:27]=2)=[CH:35][CH:36]=1, predict the reactants needed to synthesize it. The reactants are: [CH3:1][O:2][CH2:3][CH2:4][OH:5].C1(C)C=CC(S(OCCOC2C=CC(C3[CH:30]=[CH:29][C:28]([C:31]4[CH:36]=[CH:35][C:34]([CH2:37][CH2:38][CH3:39])=[CH:33][CH:32]=4)=[C:27]([F:40])C=3)=CC=2)(=O)=O)=CC=1.[H-].[Na+].Cl.[CH2:45]1[CH2:49][O:48][CH2:47][CH2:46]1. (6) Given the product [C:8]([C:6]1[CH:5]=[CH:4][C:3]([S:12]([N:15]([C:19]2[CH:23]=[CH:22][S:21][C:20]=2[C:24]([O:26][CH3:27])=[O:25])[CH2:16][O:17][CH3:18])(=[O:14])=[O:13])=[C:2]([CH:35]=[CH:34][C:28]2[CH:33]=[CH:32][CH:31]=[CH:30][CH:29]=2)[CH:7]=1)([CH3:11])([CH3:10])[CH3:9], predict the reactants needed to synthesize it. The reactants are: Br[C:2]1[CH:7]=[C:6]([C:8]([CH3:11])([CH3:10])[CH3:9])[CH:5]=[CH:4][C:3]=1[S:12]([N:15]([C:19]1[CH:23]=[CH:22][S:21][C:20]=1[C:24]([O:26][CH3:27])=[O:25])[CH2:16][O:17][CH3:18])(=[O:14])=[O:13].[C:28]1(/[CH:34]=[CH:35]/B(O)O)[CH:33]=[CH:32][CH:31]=[CH:30][CH:29]=1.C(=O)([O-])[O-].[Cs+].[Cs+].C1(C)C=CC=CC=1. (7) Given the product [ClH:46].[NH2:38][C@@H:8]([CH2:7][CH:1]1[CH2:6][CH2:5][CH2:4][CH2:3][CH2:2]1)[C:9]([N:11]1[CH2:16][CH2:15][CH:14]([N:17]2[N:26]=[C:25]([C:27]3[CH:32]=[CH:31][C:30]([O:33][CH3:34])=[C:29]([O:35][CH3:36])[CH:28]=3)[C@@H:24]3[C@@H:19]([CH2:20][CH2:21][CH2:22][CH2:23]3)[C:18]2=[O:37])[CH2:13][CH2:12]1)=[O:10], predict the reactants needed to synthesize it. The reactants are: [CH:1]1([CH2:7][C@H:8]([NH:38]C(=O)OC(C)(C)C)[C:9]([N:11]2[CH2:16][CH2:15][CH:14]([N:17]3[N:26]=[C:25]([C:27]4[CH:32]=[CH:31][C:30]([O:33][CH3:34])=[C:29]([O:35][CH3:36])[CH:28]=4)[C@@H:24]4[C@@H:19]([CH2:20][CH2:21][CH2:22][CH2:23]4)[C:18]3=[O:37])[CH2:13][CH2:12]2)=[O:10])[CH2:6][CH2:5][CH2:4][CH2:3][CH2:2]1.[ClH:46].